This data is from Full USPTO retrosynthesis dataset with 1.9M reactions from patents (1976-2016). The task is: Predict the reactants needed to synthesize the given product. (1) Given the product [C:16]([NH:1][C@H:2]([C:11]([OH:13])=[O:12])[CH2:3][C:4]1[CH:5]=[CH:6][C:7]([OH:10])=[CH:8][CH:9]=1)(=[O:18])[CH3:17], predict the reactants needed to synthesize it. The reactants are: [NH2:1][C@H:2]([C:11]([OH:13])=[O:12])[CH2:3][C:4]1[CH:9]=[CH:8][C:7]([OH:10])=[CH:6][CH:5]=1.[OH-].[Na+].[C:16](OC(=O)C)(=[O:18])[CH3:17].Cl. (2) The reactants are: [C:1]1([C:7]2[C:8]([C:13]3[C:14]([C:19]4[CH:24]=[CH:23][CH:22]=[CH:21][CH:20]=4)=[CH:15][CH:16]=[CH:17][CH:18]=3)=[CH:9][CH:10]=[CH:11][CH:12]=2)[CH:6]=[CH:5][CH:4]=[CH:3][CH:2]=1.C1C(=O)N([Br:32])C(=O)C1.CC(N=NC(C#N)(C)C)(C#N)C. Given the product [Br:32][C:20]1[CH:21]=[CH:22][CH:23]=[CH:24][C:19]=1[C:14]1[C:13]([C:8]2[C:7]([C:1]3[CH:2]=[CH:3][CH:4]=[CH:5][CH:6]=3)=[CH:12][CH:11]=[CH:10][CH:9]=2)=[CH:18][CH:17]=[CH:16][CH:15]=1, predict the reactants needed to synthesize it. (3) Given the product [O-:24][S:21]([C:20]([F:33])([F:32])[F:19])(=[O:23])=[O:22].[Cl:10][CH2:9][S+:7]([C:17]1[CH:16]=[C:15]([CH3:18])[CH:14]=[CH:13][C:12]=1[CH3:11])[C:1]1[CH:6]=[CH:5][CH:4]=[CH:3][CH:2]=1, predict the reactants needed to synthesize it. The reactants are: [C:1]1([S:7]([CH2:9][Cl:10])=O)[CH:6]=[CH:5][CH:4]=[CH:3][CH:2]=1.[CH3:11][C:12]1[CH:13]=[CH:14][C:15]([CH3:18])=[CH:16][CH:17]=1.[F:19][C:20]([F:33])([F:32])[S:21]([O:24]S(C(F)(F)F)(=O)=O)(=[O:23])=[O:22]. (4) Given the product [CH3:2][C:18]1[CH:17]=[N:16][C:15](=[O:19])[C:14](=[O:20])[C:13]=1[CH3:10], predict the reactants needed to synthesize it. The reactants are: N1CCCC(=O)[C:2]1=O.F[C:10]([C:13]1[C:14](=[O:20])[C:15](=[O:19])[N:16]=[CH:17][CH:18]=1)(F)F.FC(F)(S(F)(=O)=O)C(OC)=O.[OH-].[OH-].[Li+].[OH-].[Na+]. (5) Given the product [O:1]1[CH2:5][CH2:4][CH:3]([CH:6]2[C:15]3[C:10](=[CH:11][CH:12]=[CH:13][CH:14]=3)[N:9]([CH2:16][CH2:17][NH2:19])[CH2:8][CH2:7]2)[CH2:2]1, predict the reactants needed to synthesize it. The reactants are: [O:1]1[CH2:5][CH2:4][CH:3]([CH:6]2[C:15]3[C:10](=[CH:11][CH:12]=[CH:13][CH:14]=3)[N:9]([CH2:16][C:17]([NH2:19])=O)[CH2:8][CH2:7]2)[CH2:2]1.O1CCCC1.B. (6) Given the product [CH3:15][C:2]1[C:10]([C:11]([F:14])([F:13])[F:12])=[CH:9][CH:8]=[CH:7][C:3]=1[C:4]([Cl:6])=[O:5], predict the reactants needed to synthesize it. The reactants are: Cl[C:2]1[C:10]([C:11]([F:14])([F:13])[F:12])=[CH:9][CH:8]=[CH:7][C:3]=1[C:4]([Cl:6])=[O:5].[CH3:15]C1C(C(F)(F)F)=CC=CC=1C(O)=O.ClC1C(C(F)(F)F)=CC=CC=1C(O)=O. (7) Given the product [NH:18]=[C:33]([NH:25][C:26](=[O:32])[O:27][C:28]([CH3:31])([CH3:30])[CH3:29])[NH:34][C:11](=[O:13])[CH2:10][CH2:9][C:2]1[C:1]([CH3:14])=[CH:6][C:5]([CH3:7])=[CH:4][C:3]=1[CH3:8], predict the reactants needed to synthesize it. The reactants are: [C:1]1([CH3:14])[CH:6]=[C:5]([CH3:7])[CH:4]=[C:3]([CH3:8])[C:2]=1[CH2:9][CH2:10][C:11]([OH:13])=O.C([N:18](C(C)C)CC)(C)C.N[N:25]([CH:33]=[NH:34])[C:26](=[O:32])[O:27][C:28]([CH3:31])([CH3:30])[CH3:29].O.ON1C2C=CC=CC=2N=N1.F[P-](F)(F)(F)(F)F.N1(OC(N(C)C)=[N+](C)C)C2C=CC=CC=2N=N1. (8) Given the product [Br:1][C:2]1[C:7]([CH3:8])=[CH:6][C:5]([O:9][Si:22]([C:18]([CH3:21])([CH3:20])[CH3:19])([CH3:25])[CH3:24])=[CH:4][C:3]=1[CH3:10], predict the reactants needed to synthesize it. The reactants are: [Br:1][C:2]1[C:7]([CH3:8])=[CH:6][C:5]([OH:9])=[CH:4][C:3]=1[CH3:10].C(N(CC)CC)C.[C:18]([Si:22]([CH3:25])([CH3:24])Cl)([CH3:21])([CH3:20])[CH3:19]. (9) Given the product [CH3:9][C:4]1[CH:3]=[C:2]([NH2:1])[CH:7]=[CH:6][C:5]=1[O:8][C:17]1[C:22]([C:23]2[CH:28]=[CH:27][N:26]=[CH:25][N:24]=2)=[CH:21][CH:20]=[CH:19][N:18]=1, predict the reactants needed to synthesize it. The reactants are: [NH2:1][C:2]1[CH:7]=[CH:6][C:5]([OH:8])=[C:4]([CH3:9])[CH:3]=1.C([O-])([O-])=O.[Cs+].[Cs+].Cl[C:17]1[C:22]([C:23]2[CH:28]=[CH:27][N:26]=[CH:25][N:24]=2)=[CH:21][CH:20]=[CH:19][N:18]=1. (10) Given the product [Br:1][C:2]1[C:3]([CH3:11])=[C:4]([CH2:5][OH:6])[CH:8]=[CH:9][CH:10]=1, predict the reactants needed to synthesize it. The reactants are: [Br:1][C:2]1[C:3]([CH3:11])=[C:4]([CH:8]=[CH:9][CH:10]=1)[C:5](O)=[O:6].[BH4-].[Na+].II.Cl.